Dataset: Forward reaction prediction with 1.9M reactions from USPTO patents (1976-2016). Task: Predict the product of the given reaction. (1) Given the reactants [F:1][C:2]([F:19])([F:18])[C:3]1[CH:8]=[CH:7][C:6]([C:9]2[C:10]([C:15](Cl)=[O:16])=[CH:11][CH:12]=[CH:13][CH:14]=2)=[CH:5][CH:4]=1.[N:20]1[CH:25]=[CH:24][CH:23]=[CH:22][C:21]=1[C:26]1[CH:31]=[CH:30][C:29]([NH2:32])=[CH:28][CH:27]=1.C(N(CC)CC)C.C(OCC)(=O)C, predict the reaction product. The product is: [N:20]1[CH:25]=[CH:24][CH:23]=[CH:22][C:21]=1[C:26]1[CH:31]=[CH:30][C:29]([NH:32][C:15]([C:10]2[C:9]([C:6]3[CH:7]=[CH:8][C:3]([C:2]([F:19])([F:18])[F:1])=[CH:4][CH:5]=3)=[CH:14][CH:13]=[CH:12][CH:11]=2)=[O:16])=[CH:28][CH:27]=1. (2) The product is: [N:35]1[CH:6]=[CH:7][C:2]([O:1][CH2:8][CH:9]2[CH2:13][CH2:12][CH2:11][N:10]2[S:14]([C:17]2[CH:18]=[C:19]3[C:23](=[CH:24][CH:25]=2)[NH:22][C:21](=[O:26])[C:20]3=[O:27])(=[O:15])=[O:16])=[CH:3][CH:4]=1. Given the reactants [O:1]([CH2:8][C@@H:9]1[CH2:13][CH2:12][CH2:11][N:10]1[S:14]([C:17]1[CH:18]=[C:19]2[C:23](=[CH:24][CH:25]=1)[NH:22][C:21](=[O:26])[C:20]2=[O:27])(=[O:16])=[O:15])[C:2]1[CH:7]=[CH:6]C=[CH:4][CH:3]=1.C(OC([N:35]1CCCC1COC1C=CN=CC=1)=O)(C)(C)C, predict the reaction product. (3) The product is: [N:3]1([CH2:9][C:10]2[CH:15]=[CH:14][C:13]([N:16]3[C:24]4[CH2:23][CH2:22][CH2:21][CH2:20][C:19]=4[C:18]([C:25]([F:28])([F:26])[F:27])=[N:17]3)=[CH:12][CH:11]=2)[CH:7]=[CH:6][N:5]=[CH:4]1. Given the reactants [H-].[Na+].[NH:3]1[CH:7]=[CH:6][N:5]=[CH:4]1.Cl[CH2:9][C:10]1[CH:15]=[CH:14][C:13]([N:16]2[C:24]3[CH2:23][CH2:22][CH2:21][CH2:20][C:19]=3[C:18]([C:25]([F:28])([F:27])[F:26])=[N:17]2)=[CH:12][CH:11]=1, predict the reaction product. (4) Given the reactants [Sn](Cl)(Cl)(Cl)Cl.[C:6](Cl)(=[O:10])/[CH:7]=[CH:8]/[CH3:9].[CH2:12]([C:16]1[CH2:21][CH2:20][CH2:19][CH2:18][CH:17]=1)[CH:13]([CH3:15])[CH3:14], predict the reaction product. The product is: [CH2:12]([C:16]1[CH:21]([C:6](=[O:10])/[CH:7]=[CH:8]/[CH3:9])[CH2:20][CH2:19][CH2:18][CH:17]=1)[CH:13]([CH3:15])[CH3:14]. (5) Given the reactants Br[C:2]1[CH:3]=[C:4]([C:17]([OH:24])=[C:18]([C:20]([CH3:23])([CH3:22])[CH3:21])[CH:19]=1)[C:5]([NH:7][C:8]1[CH:13]=[CH:12][C:11]([C:14]#[N:15])=[CH:10][C:9]=1[Cl:16])=[O:6].[S:25]1[C:29]2[CH:30]=[CH:31][CH:32]=[CH:33][C:28]=2[CH:27]=[C:26]1B(O)O, predict the reaction product. The product is: [S:25]1[C:26]([C:2]2[CH:19]=[C:18]([C:20]([CH3:23])([CH3:22])[CH3:21])[C:17]([OH:24])=[C:4]([CH:3]=2)[C:5]([NH:7][C:8]2[CH:13]=[CH:12][C:11]([C:14]#[N:15])=[CH:10][C:9]=2[Cl:16])=[O:6])=[CH:27][C:28]2[CH:33]=[CH:32][CH:31]=[CH:30][C:29]1=2. (6) The product is: [CH3:14][O:13][C:10]1[CH:9]=[CH:8][C:7]([C:6]2[C:2]([CH3:1])=[N:3][N:4]3[C:22]([C:16]4[CH:21]=[CH:20][CH:19]=[CH:18][CH:17]=4)=[CH:23][C:24](=[O:25])[NH:15][C:5]=23)=[CH:12][CH:11]=1. Given the reactants [CH3:1][C:2]1[C:6]([C:7]2[CH:12]=[CH:11][C:10]([O:13][CH3:14])=[CH:9][CH:8]=2)=[C:5]([NH2:15])[NH:4][N:3]=1.[C:16]1([C:22](=O)[CH2:23][C:24](OCC)=[O:25])[CH:21]=[CH:20][CH:19]=[CH:18][CH:17]=1, predict the reaction product.